This data is from Full USPTO retrosynthesis dataset with 1.9M reactions from patents (1976-2016). The task is: Predict the reactants needed to synthesize the given product. (1) Given the product [Cl:33][C:28]1[CH:29]=[CH:30][CH:31]=[CH:32][C:27]=1[C:23]1[O:24][C:25]([CH3:26])=[C:21]([CH2:20][N:11]2[C:12]3[C:8](=[CH:7][C:6]([CH2:5][C@H:4]([O:15][CH2:16][CH3:17])[C:3]([OH:2])=[O:18])=[CH:14][CH:13]=3)[CH:9]=[CH:10]2)[N:22]=1, predict the reactants needed to synthesize it. The reactants are: C[O:2][C:3](=[O:18])[C@@H:4]([O:15][CH2:16][CH3:17])[CH2:5][C:6]1[CH:7]=[C:8]2[C:12](=[CH:13][CH:14]=1)[NH:11][CH:10]=[CH:9]2.Cl[CH2:20][C:21]1[N:22]=[C:23]([C:27]2[CH:32]=[CH:31][CH:30]=[CH:29][C:28]=2[Cl:33])[O:24][C:25]=1[CH3:26]. (2) Given the product [CH2:21]([C:20]1[O:5][C:4](=[O:6])[C:3]2[CH:7]=[CH:8][CH:9]=[N:10][C:2]=2[N:1]=1)[CH:22]([CH3:24])[CH3:23], predict the reactants needed to synthesize it. The reactants are: [NH2:1][C:2]1[N:10]=[CH:9][CH:8]=[CH:7][C:3]=1[C:4]([OH:6])=[O:5].CCN(C(C)C)C(C)C.[C:20](Cl)(=O)[CH2:21][CH:22]([CH3:24])[CH3:23]. (3) Given the product [CH3:29][C:25]1([CH3:28])[CH2:24][C:23]2[CH:22]=[CH:21][CH:20]=[C:19]([CH2:18][N:15]3[CH2:14][CH2:13][C:10]4([CH2:11][CH2:12][N:7]([C:5](=[O:6])[C:4]5[CH:30]=[CH:31][N:32]=[C:2]([N:37]6[CH2:38][CH2:39][CH2:40][C@H:36]6[CH2:35][O:34][CH3:33])[CH:3]=5)[CH2:8][CH2:9]4)[CH2:17][CH2:16]3)[C:27]=2[O:26]1, predict the reactants needed to synthesize it. The reactants are: Cl[C:2]1[CH:3]=[C:4]([CH:30]=[CH:31][N:32]=1)[C:5]([N:7]1[CH2:12][CH2:11][C:10]2([CH2:17][CH2:16][N:15]([CH2:18][C:19]3[C:27]4[O:26][C:25]([CH3:29])([CH3:28])[CH2:24][C:23]=4[CH:22]=[CH:21][CH:20]=3)[CH2:14][CH2:13]2)[CH2:9][CH2:8]1)=[O:6].[CH3:33][O:34][CH2:35][C@@H:36]1[CH2:40][CH2:39][CH2:38][NH:37]1. (4) Given the product [Cl:33][C:34]1[CH:39]=[CH:38][C:37]([CH:40]2[CH2:41][CH2:42][N:43]([CH2:2][C:3]3[CH:14]=[N:13][C:6]4[N:7]([CH3:12])[CH2:8][C:9](=[O:11])[NH:10][C:5]=4[CH:4]=3)[CH2:44][CH2:45]2)=[CH:36][CH:35]=1, predict the reactants needed to synthesize it. The reactants are: O[CH2:2][C:3]1[CH:14]=[N:13][C:6]2[N:7]([CH3:12])[CH2:8][C:9](=[O:11])[NH:10][C:5]=2[CH:4]=1.[I-].C(C[P+](C)(C)C)#N.C(N(C(C)C)C(C)C)C.Cl.[Cl:33][C:34]1[CH:39]=[CH:38][C:37]([CH:40]2[CH2:45][CH2:44][NH:43][CH2:42][CH2:41]2)=[CH:36][CH:35]=1. (5) Given the product [C:1]([O:5][CH2:6][C:7]1[CH:8]=[CH:9][C:10]([NH:15][NH2:16])=[N:11][CH:12]=1)([CH3:4])([CH3:3])[CH3:2], predict the reactants needed to synthesize it. The reactants are: [C:1]([O:5][CH2:6][C:7]1[CH:8]=[CH:9][C:10](Cl)=[N:11][CH:12]=1)([CH3:4])([CH3:3])[CH3:2].O.[NH2:15][NH2:16].